From a dataset of Catalyst prediction with 721,799 reactions and 888 catalyst types from USPTO. Predict which catalyst facilitates the given reaction. Reactant: [Cl:1][C:2]1[CH:7]=[CH:6][C:5]([CH:8]([C:24]2[CH:29]=[CH:28][C:27]([Cl:30])=[CH:26][CH:25]=2)[N:9]2[CH2:12][CH:11]([CH:13]([C:16]3[CH:21]=[C:20]([F:22])[CH:19]=[C:18]([F:23])[CH:17]=3)[CH:14]=[O:15])[CH2:10]2)=[CH:4][CH:3]=1.[CH3:31][Mg]Cl.O.O.O.O.O.O.O.O.O.O.S([O-])([O-])(=O)=O.[Na+].[Na+]. Product: [Cl:30][C:27]1[CH:26]=[CH:25][C:24]([CH:8]([C:5]2[CH:6]=[CH:7][C:2]([Cl:1])=[CH:3][CH:4]=2)[N:9]2[CH2:12][CH:11]([CH:13]([C:16]3[CH:21]=[C:20]([F:22])[CH:19]=[C:18]([F:23])[CH:17]=3)[CH:14]([OH:15])[CH3:31])[CH2:10]2)=[CH:29][CH:28]=1. The catalyst class is: 1.